This data is from NCI-60 drug combinations with 297,098 pairs across 59 cell lines. The task is: Regression. Given two drug SMILES strings and cell line genomic features, predict the synergy score measuring deviation from expected non-interaction effect. (1) Drug 1: CN(C)C1=NC(=NC(=N1)N(C)C)N(C)C. Drug 2: COCCOC1=C(C=C2C(=C1)C(=NC=N2)NC3=CC=CC(=C3)C#C)OCCOC.Cl. Cell line: ACHN. Synergy scores: CSS=18.9, Synergy_ZIP=1.56, Synergy_Bliss=-0.736, Synergy_Loewe=-23.9, Synergy_HSA=-4.00. (2) Drug 1: COC1=CC(=CC(=C1O)OC)C2C3C(COC3=O)C(C4=CC5=C(C=C24)OCO5)OC6C(C(C7C(O6)COC(O7)C8=CC=CS8)O)O. Drug 2: CC1C(C(CC(O1)OC2CC(OC(C2O)C)OC3=CC4=CC5=C(C(=O)C(C(C5)C(C(=O)C(C(C)O)O)OC)OC6CC(C(C(O6)C)O)OC7CC(C(C(O7)C)O)OC8CC(C(C(O8)C)O)(C)O)C(=C4C(=C3C)O)O)O)O. Cell line: MCF7. Synergy scores: CSS=43.4, Synergy_ZIP=3.49, Synergy_Bliss=3.71, Synergy_Loewe=-1.04, Synergy_HSA=3.94.